This data is from Catalyst prediction with 721,799 reactions and 888 catalyst types from USPTO. The task is: Predict which catalyst facilitates the given reaction. (1) The catalyst class is: 8. Reactant: Br[CH:2]([C:6]1[CH:11]=[CH:10][CH:9]=[C:8]([N+:12]([O-:14])=[O:13])[CH:7]=1)[C:3](=O)[CH3:4].[NH2:15][C:16]([NH2:18])=[S:17]. Product: [CH3:4][C:3]1[N:15]=[C:16]([NH2:18])[S:17][C:2]=1[C:6]1[CH:11]=[CH:10][CH:9]=[C:8]([N+:12]([O-:14])=[O:13])[CH:7]=1. (2) Reactant: [I:1][C:2]1[C:10]2[C:5](=[CH:6][CH:7]=[CH:8][CH:9]=2)[NH:4][CH:3]=1.[OH-].[Na+].[C:13]1([CH3:23])[CH:18]=[CH:17][C:16]([S:19](Cl)(=[O:21])=[O:20])=[CH:15][CH:14]=1. Product: [I:1][C:2]1[C:10]2[C:5](=[CH:6][CH:7]=[CH:8][CH:9]=2)[N:4]([S:19]([C:16]2[CH:17]=[CH:18][C:13]([CH3:23])=[CH:14][CH:15]=2)(=[O:21])=[O:20])[CH:3]=1. The catalyst class is: 2.